Dataset: Full USPTO retrosynthesis dataset with 1.9M reactions from patents (1976-2016). Task: Predict the reactants needed to synthesize the given product. Given the product [C:52]1([C:37]([C:38]2[CH:43]=[CH:42][CH:41]=[CH:40][CH:39]=2)([C:45]2[CH:50]=[CH:49][CH:48]=[CH:47][CH:46]=2)[CH2:31][O:22][C:23]([CH:24]=[PH2:7][CH3:1])=[O:27])[CH:57]=[CH:56][CH:55]=[CH:54][CH:53]=1, predict the reactants needed to synthesize it. The reactants are: [C:1]1([P:7](C2C=CC=CC=2)C2C=CC=CC=2)C=CC=CC=1.C([O:22][C:23](=[O:27])[CH:24](Br)C)C.C1C=C[C:31]2[C:37]([C:45]3[CH:46]=[CH:47][C:48](O)=[CH:49][CH:50]=3)([C:38]3[CH:39]=[CH:40][C:41](O)=[CH:42][CH:43]=3)OC(=O)C=2C=1.[CH:52]1[CH:57]=[CH:56][CH:55]=[CH:54][CH:53]=1.